From a dataset of Reaction yield outcomes from USPTO patents with 853,638 reactions. Predict the reaction yield, written as a fraction of the theoretical maximum amount of product (1.0 means a 100% yield; for example, 0.34 means a 34% yield). (1) The reactants are CN(C(ON1N=NC2C=CC=CC1=2)=[N+](C)C)C.[B-](F)(F)(F)F.C1C=CC2N(O)N=NC=2C=1.[N:33]1[C:42]2[C:37](=[CH:38][C:39]([C:43]([OH:45])=O)=[CH:40][CH:41]=2)[CH:36]=[CH:35][CH:34]=1.C(N(C(C)C)CC)(C)C.[ClH:55].Cl.[NH2:57][CH:58]1[CH:63]2[CH2:64][CH2:65][N:60]([CH2:61][CH2:62]2)[CH2:59]1. The catalyst is CN(C=O)C. The product is [ClH:55].[N:60]12[CH2:65][CH2:64][CH:63]([CH2:62][CH2:61]1)[CH:58]([NH:57][C:43]([C:39]1[CH:38]=[C:37]3[C:42](=[CH:41][CH:40]=1)[N:33]=[CH:34][CH:35]=[CH:36]3)=[O:45])[CH2:59]2. The yield is 0.470. (2) The reactants are [CH3:1][N:2]1[C:10]2[C:5](=[CH:6][CH:7]=[CH:8][CH:9]=2)[CH:4]=[CH:3]1.CC([O-])(C)C.[K+].[SiH:17]([CH2:22][CH3:23])([CH2:20][CH3:21])[CH2:18][CH3:19]. The catalyst is O1CCCC1. The product is [CH3:1][N:2]1[C:10]2[C:5](=[CH:6][CH:7]=[CH:8][CH:9]=2)[C:4]([Si:17]([CH2:22][CH3:23])([CH2:20][CH3:21])[CH2:18][CH3:19])=[CH:3]1. The yield is 0.840. (3) The reactants are COC1C=CC(C[N:8]2[CH:12]=[C:11]([C:13]3[CH:18]=[CH:17][N:16]=[C:15]([NH:19][CH3:20])[CH:14]=3)[C:10]([C:21]3[CH:22]=[C:23]([NH:27][C:28]([NH:30][C:31]4[CH:36]=[CH:35][C:34]([C:37]([F:40])([F:39])[F:38])=[CH:33][CH:32]=4)=[O:29])[CH:24]=[CH:25][CH:26]=3)=[N:9]2)=CC=1.FC(F)(F)C(O)=O. The catalyst is C(OCC)C. The product is [CH3:20][NH:19][C:15]1[CH:14]=[C:13]([C:11]2[C:10]([C:21]3[CH:22]=[C:23]([NH:27][C:28]([NH:30][C:31]4[CH:36]=[CH:35][C:34]([C:37]([F:40])([F:38])[F:39])=[CH:33][CH:32]=4)=[O:29])[CH:24]=[CH:25][CH:26]=3)=[N:9][NH:8][CH:12]=2)[CH:18]=[CH:17][N:16]=1. The yield is 0.630. (4) The reactants are [C:1]([C:5]1[CH:6]=[C:7]([CH2:15]Br)[CH:8]=[C:9]([C:11]([CH3:14])([CH3:13])[CH3:12])[CH:10]=1)([CH3:4])([CH3:3])[CH3:2].C1N2CN3CN(C2)CN1C3.Cl.C[OH:29].O. No catalyst specified. The product is [C:1]([C:5]1[CH:6]=[C:7]([CH:8]=[C:9]([C:11]([CH3:14])([CH3:13])[CH3:12])[CH:10]=1)[CH:15]=[O:29])([CH3:4])([CH3:3])[CH3:2]. The yield is 0.650. (5) The reactants are [C:1]([C:3]1[CH:8]=[CH:7][CH:6]=[CH:5][C:4]=1[C:9]1[CH:14]=[CH:13][C:12]([CH2:15][CH:16]([C:22](=O)[CH2:23][CH2:24][CH3:25])[C:17](OCC)=[O:18])=[C:11]([F:27])[CH:10]=1)#[N:2].[CH3:28][O:29][CH2:30][CH:31]([NH:33][C:34]1[NH:38][C:37]([CH3:39])=[N:36][N:35]=1)[CH3:32]. No catalyst specified. The product is [F:27][C:11]1[CH:10]=[C:9]([C:4]2[C:3]([C:1]#[N:2])=[CH:8][CH:7]=[CH:6][CH:5]=2)[CH:14]=[CH:13][C:12]=1[CH2:15][C:16]1[C:17](=[O:18])[N:33]([CH:31]([CH3:32])[CH2:30][O:29][CH3:28])[C:34]2[N:35]([N:36]=[C:37]([CH3:39])[N:38]=2)[C:22]=1[CH2:23][CH2:24][CH3:25]. The yield is 0.400. (6) The reactants are C[O:2][C:3](=[O:14])[C:4]1[CH:9]=[C:8]([N+:10]([O-:12])=[O:11])[CH:7]=[C:6](N)[CH:5]=1.[OH:15]S(O)(=O)=O.N([O-])=O.[Na+].[NH4+].[OH-]. The catalyst is O. The product is [OH:15][C:6]1[CH:5]=[C:4]([CH:9]=[C:8]([N+:10]([O-:12])=[O:11])[CH:7]=1)[C:3]([OH:2])=[O:14]. The yield is 0.390. (7) The yield is 0.730. The catalyst is CN(C=O)C. The product is [C:1]([O:5][C:6]([N:8]1[CH2:12][C@H:11]([N:13]([CH3:32])[C:14](=[O:19])[C:15]([F:18])([F:16])[F:17])[CH2:10][C@H:9]1[CH2:20][O:21][C:22]1[CH:23]=[CH:24][C:25]([C:26]([O:28][CH3:29])=[O:27])=[CH:30][CH:31]=1)=[O:7])([CH3:4])([CH3:2])[CH3:3]. The reactants are [C:1]([O:5][C:6]([N:8]1[CH2:12][C@H:11]([NH:13][C:14](=[O:19])[C:15]([F:18])([F:17])[F:16])[CH2:10][C@H:9]1[CH2:20][O:21][C:22]1[CH:31]=[CH:30][C:25]([C:26]([O:28][CH3:29])=[O:27])=[CH:24][CH:23]=1)=[O:7])([CH3:4])([CH3:3])[CH3:2].[C:32]([O-])([O-])=O.[K+].[K+].CI.O.